Dataset: Forward reaction prediction with 1.9M reactions from USPTO patents (1976-2016). Task: Predict the product of the given reaction. (1) Given the reactants CO[C:3](=[O:27])[C:4]1[CH:9]=[CH:8][CH:7]=[C:6]([C:10]2[CH:15]=[C:14]([CH3:16])[N:13]=[C:12]([NH:17][CH2:18][CH2:19][O:20]C3CCCCO3)[N:11]=2)[CH:5]=1.[C:28]([C:31]1[CH:32]=[C:33](B(O)O)[CH:34]=[CH:35][CH:36]=1)([OH:30])=[O:29].[Cl:40][C:41]1[N:46]=[C:45](Cl)[CH:44]=[C:43]([CH3:48])[N:42]=1.[C:49]([O-:52])([O-])=[O:50].[Na+].[Na+], predict the reaction product. The product is: [C:31]([O:52][C:49](=[O:50])[CH2:41][C:3]([C:4]1[CH:9]=[CH:8][CH:7]=[C:6]([C:10]2[CH:15]=[C:14]([CH3:16])[N:13]=[C:12]([NH:17][CH2:18][CH2:19][OH:20])[N:11]=2)[CH:5]=1)=[O:27])([CH3:28])([CH3:36])[CH3:32].[Cl:40][C:41]1[N:46]=[C:45]([C:33]2[CH:32]=[C:31]([CH:36]=[CH:35][CH:34]=2)[C:28]([OH:30])=[O:29])[CH:44]=[C:43]([CH3:48])[N:42]=1. (2) Given the reactants [CH3:1][C:2]1[S:3][C:4]([C:10]2[CH:15]=[CH:14][CH:13]=[CH:12][CH:11]=2)=[C:5]([C:7]([OH:9])=O)[N:6]=1.C(Cl)(=O)C(Cl)=O.CN(C=O)C.[F:27][C:28]1[N:32]2[CH:33]=[CH:34][CH:35]=[C:36]([CH3:37])[C:31]2=[N:30][C:29]=1[CH2:38][C@@H:39]1[CH2:44][CH2:43][CH2:42][CH2:41][NH:40]1, predict the reaction product. The product is: [F:27][C:28]1[N:32]2[CH:33]=[CH:34][CH:35]=[C:36]([CH3:37])[C:31]2=[N:30][C:29]=1[CH2:38][C@@H:39]1[CH2:44][CH2:43][CH2:42][CH2:41][N:40]1[C:7]([C:5]1[N:6]=[C:2]([CH3:1])[S:3][C:4]=1[C:10]1[CH:15]=[CH:14][CH:13]=[CH:12][CH:11]=1)=[O:9]. (3) Given the reactants [Cl:1][C:2]1[C:10]2[N:9]=[C:8]3[N:11]([C:16]4[CH:21]=[CH:20][C:19]([Cl:22])=[CH:18][C:17]=4[Cl:23])[CH2:12][CH2:13][CH2:14][CH2:15][N:7]3[C:6]=2[C:5]([N+:24]([O-])=O)=[CH:4][CH:3]=1, predict the reaction product. The product is: [Cl:1][C:2]1[CH:3]=[CH:4][C:5]([NH2:24])=[C:6]2[C:10]=1[N:9]=[C:8]1[N:11]([C:16]3[CH:21]=[CH:20][C:19]([Cl:22])=[CH:18][C:17]=3[Cl:23])[CH2:12][CH2:13][CH2:14][CH2:15][N:7]21.